This data is from Peptide-MHC class II binding affinity with 134,281 pairs from IEDB. The task is: Regression. Given a peptide amino acid sequence and an MHC pseudo amino acid sequence, predict their binding affinity value. This is MHC class II binding data. (1) The peptide sequence is NPGLIIGALAGS. The MHC is DRB1_0401 with pseudo-sequence DRB1_0401. The binding affinity (normalized) is 0.197. (2) The MHC is DRB1_0404 with pseudo-sequence DRB1_0404. The binding affinity (normalized) is 0.452. The peptide sequence is ARDRSIALTFLAVGG. (3) The peptide sequence is RSRPRRTTRRMDRRT. The MHC is HLA-DPA10103-DPB10301 with pseudo-sequence HLA-DPA10103-DPB10301. The binding affinity (normalized) is 0.446.